This data is from Catalyst prediction with 721,799 reactions and 888 catalyst types from USPTO. The task is: Predict which catalyst facilitates the given reaction. (1) Reactant: [Cl:1][C:2]1[CH:3]=[C:4]([NH:8][C:9](=[O:17])[CH2:10][C:11]2[CH:16]=[CH:15][CH:14]=[CH:13][CH:12]=2)[CH:5]=[CH:6][CH:7]=1.C([O:20][C:21](=O)[C:22](OCC)=[O:23])C.CC(C)([O-])C.[K+]. Product: [Cl:1][C:2]1[CH:3]=[C:4]([N:8]2[C:9](=[O:17])[C:10]([C:11]3[CH:12]=[CH:13][CH:14]=[CH:15][CH:16]=3)=[C:22]([OH:23])[C:21]2=[O:20])[CH:5]=[CH:6][CH:7]=1. The catalyst class is: 6. (2) Reactant: [Cl:1][C:2]1[CH:29]=[CH:28][C:5]2[NH:6][C:7]([CH:9]([NH:11][C:12](=[O:27])[C:13]3[CH:18]=[CH:17][C:16]([C:19]([N:21]4[CH2:25][CH:24]=[CH:23][CH2:22]4)=[O:20])=[C:15]([CH3:26])[CH:14]=3)[CH3:10])=[N:8][C:4]=2[CH:3]=1.ClC1C(=O)C(C#N)=C(C#N)C(=O)C=1Cl. Product: [Cl:1][C:2]1[CH:29]=[CH:28][C:5]2[NH:6][C:7]([CH:9]([NH:11][C:12](=[O:27])[C:13]3[CH:18]=[CH:17][C:16]([C:19]([N:21]4[CH:22]=[CH:23][CH:24]=[CH:25]4)=[O:20])=[C:15]([CH3:26])[CH:14]=3)[CH3:10])=[N:8][C:4]=2[CH:3]=1. The catalyst class is: 12. (3) Reactant: [F:1][C:2]1[CH:25]=[C:24]([F:26])[CH:23]=[CH:22][C:3]=1[CH2:4][O:5][C:6]1[CH:11]=[CH:10][N:9]([CH2:12][C:13]2[CH:18]=[CH:17][C:16]([F:19])=[CH:15][C:14]=2[F:20])[C:8](=[O:21])[CH:7]=1.[Br:27]Br. Product: [Br:27][C:7]1[C:8](=[O:21])[N:9]([CH2:12][C:13]2[CH:18]=[CH:17][C:16]([F:19])=[CH:15][C:14]=2[F:20])[CH:10]=[CH:11][C:6]=1[O:5][CH2:4][C:3]1[CH:22]=[CH:23][C:24]([F:26])=[CH:25][C:2]=1[F:1]. The catalyst class is: 52.